From a dataset of Catalyst prediction with 721,799 reactions and 888 catalyst types from USPTO. Predict which catalyst facilitates the given reaction. Reactant: C([O:3][C:4]([C:6]1[N:7]([C:16]2[CH:21]=[CH:20][C:19]([CH2:22][NH:23][C:24]([C:26]3([NH:29][C:30]([C:32]4[O:36][N:35]=[C:34]([O:37][CH3:38])[CH:33]=4)=[O:31])[CH2:28][CH2:27]3)=[O:25])=[CH:18][CH:17]=2)[C:8]2[C:13]([C:14]=1[Cl:15])=[CH:12][CH:11]=[CH:10][CH:9]=2)=[O:5])C.O1CCCC1.O.[OH-].[Li+].Cl. Product: [Cl:15][C:14]1[C:13]2[C:8](=[CH:9][CH:10]=[CH:11][CH:12]=2)[N:7]([C:16]2[CH:21]=[CH:20][C:19]([CH2:22][NH:23][C:24]([C:26]3([NH:29][C:30]([C:32]4[O:36][N:35]=[C:34]([O:37][CH3:38])[CH:33]=4)=[O:31])[CH2:28][CH2:27]3)=[O:25])=[CH:18][CH:17]=2)[C:6]=1[C:4]([OH:5])=[O:3]. The catalyst class is: 24.